This data is from Forward reaction prediction with 1.9M reactions from USPTO patents (1976-2016). The task is: Predict the product of the given reaction. (1) Given the reactants C([O:5][C:6](=[O:41])[C:7]1[CH:12]=[CH:11][CH:10]=[C:9]([CH2:13][CH:14]([NH:28][C:29](=[O:38])[CH2:30][N:31]2[CH2:36][CH2:35][CH:34]([OH:37])[CH2:33][CH2:32]2)[B:15]2[O:23]C3C(C)(C4CC(C3)C4(C)C)[O:16]2)[C:8]=1OC)(C)(C)C.B(Cl)(Cl)Cl, predict the reaction product. The product is: [OH:16][B:15]1[CH:14]([NH:28][C:29](=[O:38])[CH2:30][N:31]2[CH2:36][CH2:35][CH:34]([OH:37])[CH2:33][CH2:32]2)[CH2:13][C:9]2[CH:10]=[CH:11][CH:12]=[C:7]([C:6]([OH:5])=[O:41])[C:8]=2[O:23]1. (2) Given the reactants P([O-])([O-])([O-])=O.[K+].[K+].[K+].[NH2:9][C:10]1[C:15]([C:16]2[CH:21]=[CH:20][C:19]([OH:22])=[CH:18][CH:17]=2)=[CH:14][CH:13]=[CH:12][N:11]=1.[Br:23][C:24]1[CH:29]=[CH:28][C:27](F)=[CH:26][C:25]=1[C:31]([F:34])([F:33])[F:32].O, predict the reaction product. The product is: [Br:23][C:24]1[CH:29]=[CH:28][C:27]([O:22][C:19]2[CH:20]=[CH:21][C:16]([C:15]3[C:10]([NH2:9])=[N:11][CH:12]=[CH:13][CH:14]=3)=[CH:17][CH:18]=2)=[CH:26][C:25]=1[C:31]([F:32])([F:33])[F:34]. (3) Given the reactants [F:1][C:2]1[CH:3]=[CH:4][C:5]([NH:24][C:25](=O)[C@@H:26]([NH:28][C:29]2[N:37]=[CH:36][N:35]=[C:34]3[C:30]=2[N:31]=[CH:32][N:33]3C2CCCCO2)[CH3:27])=[C:6]([NH:8][C@@H:9]2[CH2:14][CH2:13][CH2:12][N:11]([CH2:15][CH2:16][O:17]C(=O)C(C)(C)C)[CH2:10]2)[CH:7]=1, predict the reaction product. The product is: [F:1][C:2]1[CH:3]=[CH:4][C:5]2[N:24]=[C:25]([C@@H:26]([NH:28][C:29]3[N:37]=[CH:36][N:35]=[C:34]4[C:30]=3[N:31]=[CH:32][NH:33]4)[CH3:27])[N:8]([C@@H:9]3[CH2:14][CH2:13][CH2:12][N:11]([CH2:15][CH2:16][OH:17])[CH2:10]3)[C:6]=2[CH:7]=1. (4) Given the reactants Cl[C:2]1[N:7]=[C:6]([N:8]2[C@@H:12]([CH:13]([CH3:15])[CH3:14])[CH2:11][O:10][C:9]2=[O:16])[CH:5]=[CH:4][N:3]=1.[F:17][C:18]1[C:23]([F:24])=[CH:22][CH:21]=[CH:20][C:19]=1[C@@H:25]([NH2:27])[CH3:26].CCN(C(C)C)C(C)C.C(O)(C(F)(F)F)=O, predict the reaction product. The product is: [F:17][C:18]1[C:23]([F:24])=[CH:22][CH:21]=[CH:20][C:19]=1[C@@H:25]([NH:27][C:2]1[N:7]=[C:6]([N:8]2[C@@H:12]([CH:13]([CH3:15])[CH3:14])[CH2:11][O:10][C:9]2=[O:16])[CH:5]=[CH:4][N:3]=1)[CH3:26]. (5) Given the reactants [C:1]([O:5][C:6]([N:8]1[CH2:13][CH:12]=[C:11]([C:14]2[CH:19]=[C:18]([CH2:20][O:21][C:22]3[CH:27]=[CH:26][CH:25]=[CH:24][C:23]=3[C:28]([F:31])([F:30])[F:29])[CH:17]=[CH:16][C:15]=2[CH2:32]O)[CH2:10][CH2:9]1)=[O:7])([CH3:4])([CH3:3])[CH3:2].N1C=CC=CC=1.CS([Cl:44])(=O)=O.C(N(CC)CC)C, predict the reaction product. The product is: [C:1]([O:5][C:6]([N:8]1[CH2:13][CH:12]=[C:11]([C:14]2[CH:19]=[C:18]([CH2:20][O:21][C:22]3[CH:27]=[CH:26][CH:25]=[CH:24][C:23]=3[C:28]([F:31])([F:30])[F:29])[CH:17]=[CH:16][C:15]=2[CH2:32][Cl:44])[CH2:10][CH2:9]1)=[O:7])([CH3:4])([CH3:3])[CH3:2]. (6) Given the reactants Cl[C:2]1[N:7]2[N:8]=[CH:9][N:10]=[C:6]2[C:5]2[CH:11]=[C:12]([Cl:15])[CH:13]=[N:14][C:4]=2[N:3]=1.[CH3:16][N:17]1[CH2:22][CH2:21][NH:20][CH2:19][CH2:18]1, predict the reaction product. The product is: [Cl:15][C:12]1[CH:13]=[N:14][C:4]2[N:3]=[C:2]([N:20]3[CH2:21][CH2:22][N:17]([CH3:16])[CH2:18][CH2:19]3)[N:7]3[N:8]=[CH:9][N:10]=[C:6]3[C:5]=2[CH:11]=1.